From a dataset of Reaction yield outcomes from USPTO patents with 853,638 reactions. Predict the reaction yield, written as a fraction of the theoretical maximum amount of product (1.0 means a 100% yield; for example, 0.34 means a 34% yield). (1) The reactants are [CH2:1]([NH:4][C:5]1[N:10]=[C:9]([NH:11][CH2:12][CH2:13][CH3:14])[N:8]=[C:7](N(C)OC)[N:6]=1)[CH2:2][CH3:3].[CH2:19]([O:26][NH:27][CH2:28][CH3:29])[C:20]1[CH:25]=[CH:24][CH:23]=[CH:22][CH:21]=1. No catalyst specified. The product is [CH2:19]([O:26][N:27]([C:7]1[N:8]=[C:9]([NH:11][CH2:12][CH2:13][CH3:14])[N:10]=[C:5]([NH:4][CH2:1][CH2:2][CH3:3])[N:6]=1)[CH2:28][CH3:29])[C:20]1[CH:25]=[CH:24][CH:23]=[CH:22][CH:21]=1. The yield is 0.380. (2) The reactants are C(OC(=O)[N:7]=[C:8]1[N:12]([CH2:13][C:14]2[CH:19]=[CH:18][CH:17]=[C:16]([Br:20])[CH:15]=2)[C:11]2[CH:21]=[CH:22][CH:23]=[CH:24][C:10]=2[N:9]1[CH2:25][CH2:26][CH2:27][O:28][C:29]1[CH:34]=[CH:33][CH:32]=[C:31]([C:35]([NH:37][S:38]([CH3:41])(=[O:40])=[O:39])=[O:36])[CH:30]=1)(C)(C)C.Cl. The catalyst is CO. The product is [Br:20][C:16]1[CH:15]=[C:14]([CH:19]=[CH:18][CH:17]=1)[CH2:13][N:12]1[C:11]2[CH:21]=[CH:22][CH:23]=[CH:24][C:10]=2[N:9]([CH2:25][CH2:26][CH2:27][O:28][C:29]2[CH:30]=[C:31]([CH:32]=[CH:33][CH:34]=2)[C:35]([NH:37][S:38]([CH3:41])(=[O:40])=[O:39])=[O:36])[C:8]1=[NH:7]. The yield is 0.350. (3) The reactants are [NH:1]1[CH:5]=[CH:4][C:3]([NH:6][C:7]2[C:16]3[C:11](=[CH:12][C:13]([O:17][CH3:18])=[CH:14][CH:15]=3)[N:10]=[C:9]([C:19]([O:21]CC)=O)[N:8]=2)=[N:2]1.[F:24][C:25]1[CH:30]=[CH:29][C:28]([Mg]Br)=[CH:27][CH:26]=1.C1COCC1. The catalyst is CC(N(C)C)=O. The product is [NH:1]1[CH:5]=[CH:4][C:3]([NH:6][C:7]2[C:16]3[C:11](=[CH:12][C:13]([O:17][CH3:18])=[CH:14][CH:15]=3)[N:10]=[C:9]([C:19]([C:28]3[CH:29]=[CH:30][C:25]([F:24])=[CH:26][CH:27]=3)=[O:21])[N:8]=2)=[N:2]1. The yield is 0.600.